This data is from Catalyst prediction with 721,799 reactions and 888 catalyst types from USPTO. The task is: Predict which catalyst facilitates the given reaction. Reactant: [CH:1]([N:4]1[CH2:9][CH2:8][N:7]([C:10]([C@H:12]2[CH2:17][CH2:16][C@@H:15]([OH:18])[CH2:14][CH2:13]2)=[O:11])[CH2:6][CH2:5]1)([CH3:3])[CH3:2].[C:19]([C:21]1[CH:26]=[CH:25][C:24](O)=[CH:23][CH:22]=1)#[N:20].N(C(OC(C)(C)C)=O)=NC(OC(C)(C)C)=O. Product: [C:19]([C:21]1[CH:26]=[CH:25][C:24]([O:18][C@H:15]2[CH2:14][CH2:13][C@H:12]([C:10]([N:7]3[CH2:8][CH2:9][N:4]([CH:1]([CH3:3])[CH3:2])[CH2:5][CH2:6]3)=[O:11])[CH2:17][CH2:16]2)=[CH:23][CH:22]=1)#[N:20]. The catalyst class is: 1.